From a dataset of Forward reaction prediction with 1.9M reactions from USPTO patents (1976-2016). Predict the product of the given reaction. Given the reactants [CH3:1][CH:2]1[CH2:7][N:6]([CH2:8][C:9]2[CH:10]=[C:11]([CH:13]=[C:14]([C:16]3[CH:17]=[N:18][N:19]([CH3:21])[CH:20]=3)[CH:15]=2)[NH2:12])[CH2:5][CH:4]([CH3:22])[O:3]1.Cl.Cl[C:25]1[N:34]=[CH:33][C:32]2[C:27](=[CH:28][CH:29]=[C:30]([Br:35])[CH:31]=2)[N:26]=1, predict the reaction product. The product is: [Br:35][C:30]1[CH:31]=[C:32]2[C:27](=[CH:28][CH:29]=1)[N:26]=[C:25]([NH:12][C:11]1[CH:13]=[C:14]([C:16]3[CH:17]=[N:18][N:19]([CH3:21])[CH:20]=3)[CH:15]=[C:9]([CH2:8][N:6]3[CH2:7][CH:2]([CH3:1])[O:3][CH:4]([CH3:22])[CH2:5]3)[CH:10]=1)[N:34]=[CH:33]2.